From a dataset of Forward reaction prediction with 1.9M reactions from USPTO patents (1976-2016). Predict the product of the given reaction. (1) Given the reactants Br[C:2]1[CH:7]=[CH:6][C:5]([CH:8]([N:10]2[CH2:24][CH2:23][C:13]3([O:18][CH2:17][C:16](=[O:19])[N:15]([CH:20]4[CH2:22][CH2:21]4)[CH2:14]3)[CH2:12][CH2:11]2)[CH3:9])=[C:4]([F:25])[CH:3]=1.[CH3:26][O:27][C:28]1[CH:33]=[CH:32][C:31](B(O)O)=[CH:30][CH:29]=1.C(=O)([O-])[O-].[K+].[K+], predict the reaction product. The product is: [CH:20]1([N:15]2[CH2:14][C:13]3([CH2:23][CH2:24][N:10]([CH:8]([C:5]4[CH:6]=[CH:7][C:2]([C:31]5[CH:32]=[CH:33][C:28]([O:27][CH3:26])=[CH:29][CH:30]=5)=[CH:3][C:4]=4[F:25])[CH3:9])[CH2:11][CH2:12]3)[O:18][CH2:17][C:16]2=[O:19])[CH2:22][CH2:21]1. (2) Given the reactants [P:1](Cl)(Cl)(Cl)=[O:2].[CH:6](NC(C)C)([CH3:8])[CH3:7].[N:13]1[CH:18]=[CH:17][CH:16]=[CH:15][C:14]=1[NH:19][CH2:20][CH2:21]O.N1C=NN=N1, predict the reaction product. The product is: [CH:6]([P:1]1[N:19]([C:14]2[CH:15]=[CH:16][CH:17]=[CH:18][N:13]=2)[CH2:20][CH2:21][O:2]1)([CH3:8])[CH3:7]. (3) Given the reactants [H-].[Na+].[C:3]1([OH:9])[CH:8]=[CH:7][CH:6]=[CH:5][CH:4]=1.Cl[C:11]1[C:20]2[C:15](=[CH:16][CH:17]=[C:18]([I:21])[CH:19]=2)[N:14]=[CH:13][N:12]=1, predict the reaction product. The product is: [I:21][C:18]1[CH:19]=[C:20]2[C:15](=[CH:16][CH:17]=1)[N:14]=[CH:13][N:12]=[C:11]2[O:9][C:3]1[CH:8]=[CH:7][CH:6]=[CH:5][CH:4]=1.